This data is from Forward reaction prediction with 1.9M reactions from USPTO patents (1976-2016). The task is: Predict the product of the given reaction. (1) Given the reactants O=C1NC2C=CC=CC=2S[C@H](C2C=CC=CC=2)[C@@H]1NC(=O)[C@H](C)NC(=O)CC1C=CC=CC=1.Br.[NH2:35][C@H:36]1[C:42](=[O:43])[NH:41][C:40]2[CH:44]=[CH:45][CH:46]=[CH:47][C:39]=2[S:38][C@H:37]1[C:48]1[CH:53]=[CH:52][CH:51]=[CH:50][CH:49]=1.[F:54][C:55]1[CH:56]=[C:57]([CH2:62][C:63]([NH:65][C@H:66]([C:71](O)=[O:72])[CH2:67][CH2:68][S:69][CH3:70])=[O:64])[CH:58]=[C:59]([F:61])[CH:60]=1, predict the reaction product. The product is: [F:54][C:55]1[CH:56]=[C:57]([CH2:62][C:63]([NH:65][C@H:66]([C:71]([NH:35][C@@H:36]2[C:42](=[O:43])[NH:41][C:40]3[CH:44]=[CH:45][CH:46]=[CH:47][C:39]=3[S:38][C@@H:37]2[C:48]2[CH:49]=[CH:50][CH:51]=[CH:52][CH:53]=2)=[O:72])[CH2:67][CH2:68][S:69][CH3:70])=[O:64])[CH:58]=[C:59]([F:61])[CH:60]=1. (2) Given the reactants [Cl:1]CC([NH:5][CH2:6][C:7]1[CH:12]=[C:11](OC(F)(F)F)[CH:10]=[CH:9][C:8]=1[O:18][CH3:19])=O.ClCC(NCC1C=CC(OC(F)(F)[F:34])=CC=1O)=O, predict the reaction product. The product is: [ClH:1].[F:34][C:11]1[CH:10]=[CH:9][C:8]([O:18][CH3:19])=[C:7]([CH:12]=1)[CH2:6][NH2:5]. (3) Given the reactants [Cl:1][C:2]1[CH:12]=[C:11](B2OC(C)(C)C(C)(C)O2)[CH:10]=[C:9]([Cl:22])[C:3]=1[CH2:4][O:5][C:6](=[O:8])[CH3:7].Br[C:24]1[CH:29]=[CH:28][C:27]([C:30]([N:32]2[CH2:37][CH2:36][CH:35]([C:38]([F:41])([F:40])[F:39])[CH2:34][CH2:33]2)=[O:31])=[CH:26][CH:25]=1.C(=O)([O-])[O-].[K+].[K+].O, predict the reaction product. The product is: [Cl:22][C:9]1[CH:10]=[C:11]([C:24]2[CH:25]=[CH:26][C:27]([C:30]([N:32]3[CH2:37][CH2:36][CH:35]([C:38]([F:40])([F:39])[F:41])[CH2:34][CH2:33]3)=[O:31])=[CH:28][CH:29]=2)[CH:12]=[C:2]([Cl:1])[C:3]=1[CH2:4][O:5][C:6](=[O:8])[CH3:7]. (4) Given the reactants [C:1]([O:5][C:6]([N:8]1[CH2:13][C@H:12]([CH2:14]Cl)[N:11]([CH2:16][C:17]([N:19]2[C:27]3[C:22](=[N:23][CH:24]=[C:25]([CH2:28][C:29]4[CH:34]=[CH:33][C:32]([F:35])=[CH:31][CH:30]=4)[CH:26]=3)[C:21]([CH3:37])([CH3:36])[CH2:20]2)=[O:18])[CH2:10][C@H:9]1[CH3:38])=[O:7])([CH3:4])([CH3:3])[CH3:2].[C:39]([SiH2:43][O:44][C:45]([CH3:54])([CH3:53])[C@@H:46]1[O:51][CH2:50][C@@H:49]([CH3:52])[NH:48][CH2:47]1)([CH3:42])([CH3:41])[CH3:40].C(=O)([O-])[O-].[K+].[K+].[I-].[K+], predict the reaction product. The product is: [C:1]([O:5][C:6]([N:8]1[CH2:13][C@H:12]([CH2:14][N:48]2[C@H:49]([CH3:52])[CH2:50][O:51][C@@H:46]([C:45]([CH3:53])([CH3:54])[O:44][SiH2:43][C:39]([CH3:42])([CH3:41])[CH3:40])[CH2:47]2)[N:11]([CH2:16][C:17]([N:19]2[C:27]3[C:22](=[N:23][CH:24]=[C:25]([CH2:28][C:29]4[CH:34]=[CH:33][C:32]([F:35])=[CH:31][CH:30]=4)[CH:26]=3)[C:21]([CH3:37])([CH3:36])[CH2:20]2)=[O:18])[CH2:10][C@H:9]1[CH3:38])=[O:7])([CH3:4])([CH3:3])[CH3:2].